This data is from Full USPTO retrosynthesis dataset with 1.9M reactions from patents (1976-2016). The task is: Predict the reactants needed to synthesize the given product. (1) Given the product [F:71][C:68]([F:69])([F:70])[C:3]1[CH:4]=[C:5]([CH:44]=[C:45]([C:47]([F:50])([F:49])[F:48])[CH:46]=1)[CH2:6][N:7]([CH2:20][C:21]1[CH:26]=[C:25]([C:27]([F:30])([F:29])[F:28])[CH:24]=[CH:23][C:22]=1[N:31]([CH2:42][CH3:43])[C:32]1[O:41][CH2:39][C@@H:34]([C:35]([O:37][CH3:38])=[O:36])[N:33]=1)[C:8]1[N:9]=[CH:10][C:11]([N:14]2[CH2:15][CH2:16][O:17][CH2:18][CH2:19]2)=[CH:12][N:13]=1, predict the reactants needed to synthesize it. The reactants are: FC(F)(F)[C:3]1[CH:4]=[C:5]([CH:44]=[C:45]([C:47]([F:50])([F:49])[F:48])[CH:46]=1)[CH2:6][N:7]([CH2:20][C:21]1[CH:26]=[C:25]([C:27]([F:30])([F:29])[F:28])[CH:24]=[CH:23][C:22]=1[N:31]([CH2:42][CH3:43])[C:32](=[O:41])[NH:33][C@@H:34]([CH2:39]O)[C:35]([O:37][CH3:38])=[O:36])[C:8]1[N:13]=[CH:12][C:11]([N:14]2[CH2:19][CH2:18][O:17][CH2:16][CH2:15]2)=[CH:10][N:9]=1.N1C=CC=CC=1.[F:69][C:68]([F:71])([F:70])S(OS([C:68]([F:71])([F:70])[F:69])(=O)=O)(=O)=O.C(=O)(O)[O-].[Na+]. (2) Given the product [CH:1]1([CH2:4][O:5][C:6]2[N:11]=[C:10]([C:12]([N:26]3[CH2:27][C@@H:22]4[CH2:28][C@H:25]3[CH2:24][O:23]4)=[O:14])[CH:9]=[CH:8][C:7]=2[N:15]2[CH2:18][C:17]([F:20])([F:19])[CH2:16]2)[CH2:2][CH2:3]1, predict the reactants needed to synthesize it. The reactants are: [CH:1]1([CH2:4][O:5][C:6]2[N:11]=[C:10]([C:12]([OH:14])=O)[CH:9]=[CH:8][C:7]=2[N:15]2[CH2:18][C:17]([F:20])([F:19])[CH2:16]2)[CH2:3][CH2:2]1.Cl.[C@H:22]12[CH2:28][C@H:25]([NH:26][CH2:27]1)[CH2:24][O:23]2.CN(C(ON1N=NC2C=CC=CC1=2)=[N+](C)C)C.[B-](F)(F)(F)F.CCN(C(C)C)C(C)C. (3) Given the product [Br:1][C:2]1[CH:10]=[C:9]2[C:5]([C:6]3[CH2:14][CH2:13][N:12]([C:15]([O:17][C:18]([CH3:21])([CH3:20])[CH3:19])=[O:16])[CH2:11][C:7]=3[N:8]2[CH3:24])=[CH:4][CH:3]=1, predict the reactants needed to synthesize it. The reactants are: [Br:1][C:2]1[CH:10]=[C:9]2[C:5]([C:6]3[CH2:14][CH2:13][N:12]([C:15]([O:17][C:18]([CH3:21])([CH3:20])[CH3:19])=[O:16])[CH2:11][C:7]=3[NH:8]2)=[CH:4][CH:3]=1.[H-].[Na+].[CH3:24]I. (4) Given the product [C:1]([N:8]1[CH2:13][CH2:12][CH:11]([CH2:14][CH2:15][Br:18])[CH2:10][CH2:9]1)([O:3][C:4]([CH3:7])([CH3:6])[CH3:5])=[O:2], predict the reactants needed to synthesize it. The reactants are: [C:1]([N:8]1[CH2:13][CH2:12][CH:11]([CH2:14][CH2:15]O)[CH2:10][CH2:9]1)([O:3][C:4]([CH3:7])([CH3:6])[CH3:5])=[O:2].C(Br)(Br)(Br)[Br:18].C1(P(C2C=CC=CC=2)C2C=CC=CC=2)C=CC=CC=1.C(OCC)C. (5) The reactants are: FC1C(F)=C(F)C(F)=C(F)C=1[O:4][S:5]([C:8]1[CH:9]=[CH:10][C:11]2[N:16]([C:17]3[CH:22]=[CH:21][C:20]([C:23]([F:26])([F:25])[F:24])=[CH:19][C:18]=3[C:27]3[CH2:32][CH2:31][N:30](C(OC(C)(C)C)=O)[CH2:29][CH:28]=3)[CH2:15][CH2:14][O:13][C:12]=2[CH:40]=1)(=O)=[O:6].[N:49]1[CH:54]=[CH:53][CH:52]=[N:51][C:50]=1[NH2:55].C[Si]([N-][Si](C)(C)C)(C)C.[Li+]. Given the product [N:49]1[CH:54]=[CH:53][CH:52]=[N:51][C:50]=1[NH:55][S:5]([C:8]1[CH:9]=[CH:10][C:11]2[N:16]([C:17]3[CH:22]=[CH:21][C:20]([C:23]([F:26])([F:24])[F:25])=[CH:19][C:18]=3[C:27]3[CH2:32][CH2:31][NH:30][CH2:29][CH:28]=3)[CH2:15][CH2:14][O:13][C:12]=2[CH:40]=1)(=[O:4])=[O:6], predict the reactants needed to synthesize it.